Regression. Given two drug SMILES strings and cell line genomic features, predict the synergy score measuring deviation from expected non-interaction effect. From a dataset of NCI-60 drug combinations with 297,098 pairs across 59 cell lines. (1) Drug 1: C1CCN(CC1)CCOC2=CC=C(C=C2)C(=O)C3=C(SC4=C3C=CC(=C4)O)C5=CC=C(C=C5)O. Drug 2: CS(=O)(=O)OCCCCOS(=O)(=O)C. Cell line: MDA-MB-435. Synergy scores: CSS=-14.6, Synergy_ZIP=11.8, Synergy_Bliss=12.5, Synergy_Loewe=-6.78, Synergy_HSA=-2.55. (2) Drug 1: CC1OCC2C(O1)C(C(C(O2)OC3C4COC(=O)C4C(C5=CC6=C(C=C35)OCO6)C7=CC(=C(C(=C7)OC)O)OC)O)O. Drug 2: C1=NC2=C(N=C(N=C2N1C3C(C(C(O3)CO)O)O)F)N. Cell line: COLO 205. Synergy scores: CSS=42.2, Synergy_ZIP=-10.5, Synergy_Bliss=-21.4, Synergy_Loewe=-26.2, Synergy_HSA=-18.2.